This data is from Forward reaction prediction with 1.9M reactions from USPTO patents (1976-2016). The task is: Predict the product of the given reaction. (1) Given the reactants [Cl:1][C:2]1[CH:7]=[CH:6][C:5]([C:8]2[N:12](CC3C=C(C=CC=3)C(O)=O)[C:11]3[CH:23]=[C:24]([F:28])[C:25]([F:27])=[CH:26][C:10]=3[N:9]=2)=[C:4](OCC2CCCC2)[CH:3]=1.FC1C=C(N)C(N)=CC=1F.[Br:46]C1C=C(Cl)C=CC=1C(O)=O, predict the reaction product. The product is: [Br:46][C:4]1[CH:3]=[C:2]([Cl:1])[CH:7]=[CH:6][C:5]=1[C:8]1[NH:12][C:11]2[CH:23]=[C:24]([F:28])[C:25]([F:27])=[CH:26][C:10]=2[N:9]=1. (2) Given the reactants Br[CH2:2][C:3]1([CH3:26])[CH2:12][C:11]2[C:6](=[C:7]3[CH2:17][C:16]([CH3:19])([CH3:18])[O:15][C:8]3=[C:9]([O:13][CH3:14])[CH:10]=2)[C:5]([C:20]2[CH:25]=[CH:24][CH:23]=[CH:22][CH:21]=2)=[N:4]1.[C:27]1(=[O:37])[NH:31][C:30](=[O:32])[C:29]2=[CH:33][CH:34]=[CH:35][CH:36]=[C:28]12.[K].O, predict the reaction product. The product is: [CH3:14][O:13][C:9]1[CH:10]=[C:11]2[C:6](=[C:7]3[CH2:17][C:16]([CH3:19])([CH3:18])[O:15][C:8]=13)[C:5]([C:20]1[CH:25]=[CH:24][CH:23]=[CH:22][CH:21]=1)=[N:4][C:3]([CH2:2][N:31]1[C:27](=[O:37])[C:28]3[C:29](=[CH:33][CH:34]=[CH:35][CH:36]=3)[C:30]1=[O:32])([CH3:26])[CH2:12]2.